This data is from Peptide-MHC class II binding affinity with 134,281 pairs from IEDB. The task is: Regression. Given a peptide amino acid sequence and an MHC pseudo amino acid sequence, predict their binding affinity value. This is MHC class II binding data. (1) The peptide sequence is GQEKYTDYLTVMDRY. The MHC is HLA-DQA10601-DQB10402 with pseudo-sequence HLA-DQA10601-DQB10402. The binding affinity (normalized) is 0.308. (2) The peptide sequence is EKKYFAATPFEPLAA. The MHC is HLA-DPA10103-DPB10601 with pseudo-sequence HLA-DPA10103-DPB10601. The binding affinity (normalized) is 0.955.